From a dataset of Reaction yield outcomes from USPTO patents with 853,638 reactions. Predict the reaction yield, written as a fraction of the theoretical maximum amount of product (1.0 means a 100% yield; for example, 0.34 means a 34% yield). The yield is 0.480. The product is [CH3:1][O:2][C:3](=[O:23])[C:4]1[CH:9]=[C:8]([NH2:10])[C:7]([NH2:13])=[C:6]([F:14])[C:5]=1[NH:15][C:16]1[CH:21]=[CH:20][CH:19]=[CH:18][C:17]=1[Cl:22]. The catalyst is CC(O)=O.C(OCC)(=O)C.[Zn]. The reactants are [CH3:1][O:2][C:3](=[O:23])[C:4]1[CH:9]=[C:8]([N+:10]([O-])=O)[C:7]([NH2:13])=[C:6]([F:14])[C:5]=1[NH:15][C:16]1[CH:21]=[CH:20][CH:19]=[CH:18][C:17]=1[Cl:22].